Dataset: Forward reaction prediction with 1.9M reactions from USPTO patents (1976-2016). Task: Predict the product of the given reaction. (1) Given the reactants [F:1][C:2]1[C:12]([NH:13][CH2:14][C:15]2[CH:20]=[C:19]([CH3:21])[CH:18]=[C:17]([C:22]3[CH:27]=[CH:26][CH:25]=[C:24]([F:28])[CH:23]=3)[C:16]=2[F:29])=[C:11]([F:30])[CH:10]=[CH:9][C:3]=1[O:4][CH2:5][C:6]([OH:8])=[O:7].C([O-])([O-])=O.[Cs+].[Cs+].BrCC(O[CH:42]([CH3:44])[CH3:43])=O.O, predict the reaction product. The product is: [F:1][C:2]1[C:12]([NH:13][CH2:14][C:15]2[CH:20]=[C:19]([CH3:21])[CH:18]=[C:17]([C:22]3[CH:27]=[CH:26][CH:25]=[C:24]([F:28])[CH:23]=3)[C:16]=2[F:29])=[C:11]([F:30])[CH:10]=[CH:9][C:3]=1[O:4][CH2:5][C:6]([O:8][CH:42]([CH3:44])[CH3:43])=[O:7]. (2) Given the reactants [CH3:1][O:2][C:3]([C:5]1[CH:11]=[CH:10][C:8](=[O:9])O[CH:6]=1)=[O:4].[NH2:12][CH2:13][C@H:14]([OH:16])[CH3:15], predict the reaction product. The product is: [OH:16][C@H:14]([CH3:15])[CH2:13][N:12]1[C:8](=[O:9])[CH:10]=[CH:11][C:5]([C:3]([O:2][CH3:1])=[O:4])=[CH:6]1. (3) Given the reactants O=[C:2]1[CH2:16][CH2:15][C:5]2([CH2:10][CH2:9][CH:8]([CH2:11][C:12]([O-:14])=[O:13])[CH2:7][CH2:6]2)[CH2:4][CH2:3]1.[C:17]([Si:21]([CH3:27])([CH3:26])[O:22][CH2:23][CH2:24][NH2:25])([CH3:20])([CH3:19])[CH3:18].[C:28]([BH3-])#N.[Na+], predict the reaction product. The product is: [Si:21]([O:22][CH2:23][CH2:24][NH:25][CH:2]1[CH2:16][CH2:15][C:5]2([CH2:10][CH2:9][CH:8]([CH2:11][C:12]([O:14][CH3:28])=[O:13])[CH2:7][CH2:6]2)[CH2:4][CH2:3]1)([C:17]([CH3:20])([CH3:19])[CH3:18])([CH3:27])[CH3:26]. (4) Given the reactants C1(S([N:10]2[C:14]3=[N:15][CH:16]=[CH:17][C:18]([N:19]4[CH2:23][CH2:22][C@H:21]([NH:24][CH2:25][CH2:26][C:27]([F:30])([F:29])[F:28])[CH2:20]4)=[C:13]3[C:12]([C:31]3[CH:36]=[CH:35][N:34]=[C:33]([NH2:37])[N:32]=3)=[CH:11]2)(=O)=O)C=CC=CC=1.[Li+].[OH-], predict the reaction product. The product is: [F:30][C:27]([F:28])([F:29])[CH2:26][CH2:25][NH:24][C@H:21]1[CH2:22][CH2:23][N:19]([C:18]2[CH:17]=[CH:16][N:15]=[C:14]3[NH:10][CH:11]=[C:12]([C:31]4[CH:36]=[CH:35][N:34]=[C:33]([NH2:37])[N:32]=4)[C:13]=23)[CH2:20]1. (5) Given the reactants [CH3:1][N:2]1[CH2:9][CH2:8][CH2:7][C@H:3]1[C:4]([OH:6])=O.[NH2:10][C:11]1[CH:12]=[C:13]([CH:30]=[CH:31][C:32]=1[CH3:33])[O:14][C:15]1[CH:16]=[CH:17][C:18]2[N:19]([CH:21]=[C:22]([NH:24][C:25]([CH:27]3[CH2:29][CH2:28]3)=[O:26])[N:23]=2)[N:20]=1.ON1C2C=CC=CC=2N=N1.F[P-](F)(F)(F)(F)F.N1(OC(N(C)C)=[N+](C)C)C2C=CC=CC=2N=N1.C(N(CC)C(C)C)(C)C, predict the reaction product. The product is: [CH:27]1([C:25]([NH:24][C:22]2[N:23]=[C:18]3[CH:17]=[CH:16][C:15]([O:14][C:13]4[CH:30]=[CH:31][C:32]([CH3:33])=[C:11]([NH:10][C:4](=[O:6])[C@@H:3]5[CH2:7][CH2:8][CH2:9][N:2]5[CH3:1])[CH:12]=4)=[N:20][N:19]3[CH:21]=2)=[O:26])[CH2:28][CH2:29]1. (6) Given the reactants [Cl:1][C:2]1[CH:21]=[CH:20][C:5]([CH2:6][N:7]2[CH:12]=[N:11][C:10]([N:13]3[CH2:18][CH2:17][NH:16][CH2:15][CH2:14]3)=[N:9][C:8]2=[O:19])=[CH:4][CH:3]=1.[CH3:22][C:23]([CH3:28])([CH3:27])[CH2:24][CH:25]=O.C(O[BH-](OC(=O)C)OC(=O)C)(=O)C.[Na+].O.C(=O)(O)[O-].[Na+], predict the reaction product. The product is: [Cl:1][C:2]1[CH:21]=[CH:20][C:5]([CH2:6][N:7]2[CH:12]=[N:11][C:10]([N:13]3[CH2:18][CH2:17][N:16]([CH2:25][CH2:24][C:23]([CH3:28])([CH3:27])[CH3:22])[CH2:15][CH2:14]3)=[N:9][C:8]2=[O:19])=[CH:4][CH:3]=1.